From a dataset of Forward reaction prediction with 1.9M reactions from USPTO patents (1976-2016). Predict the product of the given reaction. (1) Given the reactants [CH:1]([NH:4][C:5]([N:7]1[C:15]2[C:10](=[CH:11][C:12]([C:16]([F:19])([F:18])[F:17])=[CH:13][CH:14]=2)[C:9]([NH:20][CH2:21][C:22](=[O:28])[NH:23][CH:24]2[CH2:27][NH:26][CH2:25]2)=[N:8]1)=[O:6])([CH3:3])[CH3:2].[C:29]1([CH:35]2[CH2:40][CH2:39][C:38](=O)[CH2:37][CH2:36]2)[CH:34]=[CH:33][CH:32]=[CH:31][CH:30]=1, predict the reaction product. The product is: [CH:1]([NH:4][C:5]([N:7]1[C:15]2[C:10](=[CH:11][C:12]([C:16]([F:18])([F:19])[F:17])=[CH:13][CH:14]=2)[C:9]([NH:20][CH2:21][C:22](=[O:28])[NH:23][CH:24]2[CH2:25][N:26]([CH:38]3[CH2:37][CH2:36][CH:35]([C:29]4[CH:34]=[CH:33][CH:32]=[CH:31][CH:30]=4)[CH2:40][CH2:39]3)[CH2:27]2)=[N:8]1)=[O:6])([CH3:3])[CH3:2]. (2) Given the reactants [Cl:1][C:2]1[CH:7]=[C:6]([O:8][C:9]2[CH:14]=[CH:13][C:12]([N:15]=[C:16]=[O:17])=[CH:11][CH:10]=2)[N:5]=[CH:4][N:3]=1.[CH2:18]([N:20]1[CH2:25][CH2:24][N:23]([CH2:26][C:27]2[CH:33]=[CH:32][C:30]([NH2:31])=[CH:29][CH:28]=2)[CH2:22][CH2:21]1)[CH3:19], predict the reaction product. The product is: [Cl:1][C:2]1[N:3]=[CH:4][N:5]=[C:6]([O:8][C:9]2[CH:10]=[CH:11][C:12]([NH:15][C:16]([NH:31][C:30]3[CH:29]=[CH:28][C:27]([CH2:26][N:23]4[CH2:22][CH2:21][N:20]([CH2:18][CH3:19])[CH2:25][CH2:24]4)=[CH:33][CH:32]=3)=[O:17])=[CH:13][CH:14]=2)[CH:7]=1. (3) Given the reactants [Br:1][C:2]1[CH:3]=[N:4][C:5](Cl)=[N:6][CH:7]=1.[NH:9]1[CH2:14][CH2:13][CH:12]([CH2:15][OH:16])[CH2:11][CH2:10]1, predict the reaction product. The product is: [Br:1][C:2]1[CH:3]=[N:4][C:5]([N:9]2[CH2:14][CH2:13][CH:12]([CH2:15][OH:16])[CH2:11][CH2:10]2)=[N:6][CH:7]=1. (4) The product is: [NH2:1][C:4]1[CH:9]=[CH:8][C:7]([CH2:10][CH2:11][C@H:12]2[CH2:16][O:15][C:14]([NH2:17])=[N:13]2)=[CH:6][CH:5]=1. Given the reactants [N+:1]([C:4]1[CH:9]=[CH:8][C:7](/[CH:10]=[CH:11]/[C@H:12]2[CH2:16][O:15][C:14]([NH2:17])=[N:13]2)=[CH:6][CH:5]=1)([O-])=O, predict the reaction product. (5) The product is: [C:1]([O:5][C:6]([N:8]1[CH2:9][CH2:10][N:11]([C:14]2[CH:19]=[C:18]([CH2:20][O:34][C:29]3[CH:30]=[CH:31][CH:32]=[CH:33][C:28]=3[C:27]([F:26])([F:35])[F:36])[C:17]([Br:22])=[CH:16][C:15]=2[N+:23]([O-:25])=[O:24])[CH2:12][CH2:13]1)=[O:7])([CH3:4])([CH3:2])[CH3:3]. Given the reactants [C:1]([O:5][C:6]([N:8]1[CH2:13][CH2:12][N:11]([C:14]2[CH:19]=[C:18]([CH2:20]Br)[C:17]([Br:22])=[CH:16][C:15]=2[N+:23]([O-:25])=[O:24])[CH2:10][CH2:9]1)=[O:7])([CH3:4])([CH3:3])[CH3:2].[F:26][C:27]([F:36])([F:35])[C:28]1[CH:33]=[CH:32][CH:31]=[CH:30][C:29]=1[OH:34].C(=O)([O-])[O-].[Cs+].[Cs+], predict the reaction product. (6) Given the reactants CO.[Cl:3][C:4]1[CH:9]=[C:8]([N+:10]([O-])=O)[CH:7]=[C:6]([Cl:13])[C:5]=1[S:14][C:15]1[CH:20]=[CH:19][CH:18]=[C:17]([C:21]([F:24])([F:23])[F:22])[CH:16]=1.[Cl-].[NH4+], predict the reaction product. The product is: [Cl:13][C:6]1[CH:7]=[C:8]([CH:9]=[C:4]([Cl:3])[C:5]=1[S:14][C:15]1[CH:20]=[CH:19][CH:18]=[C:17]([C:21]([F:23])([F:22])[F:24])[CH:16]=1)[NH2:10].